From a dataset of Full USPTO retrosynthesis dataset with 1.9M reactions from patents (1976-2016). Predict the reactants needed to synthesize the given product. Given the product [CH3:17][C@@H:12]1[CH2:13][CH2:14][CH2:15][CH2:16][C@@H:11]1[N:10]1[C:4]2=[C:3]3[N:19]=[CH:20][NH:1][C:2]3=[N:7][CH:6]=[C:5]2[NH:8][C:9]1=[O:18], predict the reactants needed to synthesize it. The reactants are: [NH2:1][C:2]1[N:7]=[CH:6][C:5]2[NH:8][C:9](=[O:18])[N:10]([C@H:11]3[CH2:16][CH2:15][CH2:14][CH2:13][C@H:12]3[CH3:17])[C:4]=2[C:3]=1[NH2:19].[CH2:20](OC(OCC)OCC)C.